Dataset: Catalyst prediction with 721,799 reactions and 888 catalyst types from USPTO. Task: Predict which catalyst facilitates the given reaction. (1) Reactant: [CH3:1][C:2]1([CH3:16])[O:7][C:6](=[O:8])[NH:5][C:4]2[CH:9]=[CH:10][C:11](B(O)O)=[CH:12][C:3]1=2.Br[C:18]1[CH:19]=[C:20]([CH:23]=[C:24]([Cl:26])[CH:25]=1)[C:21]#[N:22]. Product: [Cl:26][C:24]1[CH:23]=[C:20]([CH:19]=[C:18]([C:11]2[CH:10]=[CH:9][C:4]3[NH:5][C:6](=[O:8])[O:7][C:2]([CH3:16])([CH3:1])[C:3]=3[CH:12]=2)[CH:25]=1)[C:21]#[N:22]. The catalyst class is: 45. (2) Reactant: [Br:1][C:2]1[CH:7]=[CH:6][C:5]([C:8]2[N:12]([CH:13]3[CH2:17][CH2:16][O:15][CH2:14]3)[N:11]=[CH:10][C:9]=2[C:18]([NH:20][CH2:21][C:22]2[CH:27]=[CH:26][C:25]([O:28][CH3:29])=[CH:24][C:23]=2[O:30][CH3:31])=[O:19])=[C:4](Cl)[CH:3]=1.O. Product: [Br:1][C:2]1[CH:7]=[CH:6][C:5]2[C:8]3[N:12]([CH:13]4[CH2:17][CH2:16][O:15][CH2:14]4)[N:11]=[CH:10][C:9]=3[C:18](=[O:19])[N:20]([CH2:21][C:22]3[CH:27]=[CH:26][C:25]([O:28][CH3:29])=[CH:24][C:23]=3[O:30][CH3:31])[C:4]=2[CH:3]=1. The catalyst class is: 1.